This data is from Forward reaction prediction with 1.9M reactions from USPTO patents (1976-2016). The task is: Predict the product of the given reaction. (1) The product is: [F:25][C:7]1[CH:6]=[C:5]([CH:10]=[CH:9][C:8]=1[O:11][CH2:12][C:13]1[CH:22]=[CH:21][C:20]2[C:15](=[CH:16][CH:17]=[CH:18][CH:19]=2)[N:14]=1)[C:4]([N:3]([O:2][CH3:1])[CH3:24])=[O:23]. Given the reactants [CH3:1][O:2][N:3]([CH3:24])[C:4](=[O:23])[C:5]1[CH:10]=[CH:9][C:8]([O:11][CH2:12][C:13]2[CH:22]=[CH:21][C:20]3[C:15](=[CH:16][CH:17]=[CH:18][CH:19]=3)[N:14]=2)=[CH:7][CH:6]=1.[F:25]C1C=C(C=CC=1OCC1C=CC2C(=CC=CC=2)N=1)C(O)=O, predict the reaction product. (2) The product is: [CH2:1]([O:3][C:4](=[O:26])[CH2:5][C:6]1[CH:11]=[CH:10][C:9]([C:12](=[O:22])[C:13]2[CH:18]=[CH:17][CH:16]=[C:15]([NH2:19])[CH:14]=2)=[CH:8][C:7]=1[NH2:23])[CH3:2]. Given the reactants [CH2:1]([O:3][C:4](=[O:26])[CH2:5][C:6]1[CH:11]=[CH:10][C:9]([C:12](=[O:22])[C:13]2[CH:18]=[CH:17][CH:16]=[C:15]([N+:19]([O-])=O)[CH:14]=2)=[CH:8][C:7]=1[N+:23]([O-])=O)[CH3:2], predict the reaction product. (3) Given the reactants [C:1]([C:3]1[CH:4]=[C:5]([NH:10][C:11]2[C:20]3[C:15](=[CH:16][C:17]([O:40][CH3:41])=[C:18]([O:21][CH2:22][CH2:23][CH2:24][N:25]4[CH2:29][CH:28]5[CH2:30][N:31](C(OC(C)(C)C)=O)[CH2:32][CH:27]5[CH2:26]4)[CH:19]=3)[N:14]=[CH:13][N:12]=2)[CH:6]=[CH:7][C:8]=1[F:9])#[CH:2].Cl, predict the reaction product. The product is: [C:1]([C:3]1[CH:4]=[C:5]([NH:10][C:11]2[C:20]3[C:15](=[CH:16][C:17]([O:40][CH3:41])=[C:18]([O:21][CH2:22][CH2:23][CH2:24][N:25]4[CH2:26][CH:27]5[CH:28]([CH2:30][NH:31][CH2:32]5)[CH2:29]4)[CH:19]=3)[N:14]=[CH:13][N:12]=2)[CH:6]=[CH:7][C:8]=1[F:9])#[CH:2].